This data is from Catalyst prediction with 721,799 reactions and 888 catalyst types from USPTO. The task is: Predict which catalyst facilitates the given reaction. (1) Reactant: [OH:1][C:2]1[C:7]([CH3:8])=[CH:6][C:5]([N:9]=[CH:10]OC)=[C:4]([CH3:13])[CH:3]=1.[CH2:14]([NH:16][CH3:17])[CH3:15]. Product: [CH2:14]([N:16]([CH3:17])[CH:10]=[N:9][C:5]1[CH:6]=[C:7]([CH3:8])[C:2]([OH:1])=[CH:3][C:4]=1[CH3:13])[CH3:15]. The catalyst class is: 12. (2) Reactant: [N+:1]([C:4]1[CH:5]=[C:6]([CH:8]=[CH:9][CH:10]=1)[NH2:7])([O-])=O.[C:11]1([N:17]=[C:18]=[O:19])[CH:16]=[CH:15][CH:14]=[CH:13][CH:12]=1. Product: [NH2:7][C:6]1[CH:5]=[C:4]([NH:1][C:18]([NH:17][C:11]2[CH:16]=[CH:15][CH:14]=[CH:13][CH:12]=2)=[O:19])[CH:10]=[CH:9][CH:8]=1. The catalyst class is: 4. (3) Reactant: I[C:2]1[CH:10]=[CH:9][C:8]([C:11]([NH2:13])=[O:12])=[C:7]2[C:3]=1[CH:4]=[C:5]([C:14]1[CH:19]=[CH:18][C:17]([CH3:20])=[CH:16][CH:15]=1)[NH:6]2.[Br-].[Cl:22][C:23]1[CH:30]=[CH:29][CH:28]=[C:27]([F:31])[C:24]=1[CH2:25][Zn+]. Product: [Cl:22][C:23]1[CH:30]=[CH:29][CH:28]=[C:27]([F:31])[C:24]=1[CH2:25][C:2]1[CH:10]=[CH:9][C:8]([C:11]([NH2:13])=[O:12])=[C:7]2[C:3]=1[CH:4]=[C:5]([C:14]1[CH:19]=[CH:18][C:17]([CH3:20])=[CH:16][CH:15]=1)[NH:6]2. The catalyst class is: 176. (4) Reactant: [F:1][C:2]1[CH:7]=[CH:6][C:5]([C:8]2[CH:9]=[C:10]([N+:22]([O-])=O)[C:11]([NH:14][C:15]3[CH:20]=[CH:19][CH:18]=[C:17]([NH2:21])[CH:16]=3)=[N:12][CH:13]=2)=[CH:4][CH:3]=1.[CH3:25]C(O)=O. Product: [F:1][C:2]1[CH:7]=[CH:6][C:5]([C:8]2[CH:9]=[C:10]3[N:22]=[CH:25][N:14]([C:15]4[CH:16]=[C:17]([NH2:21])[CH:18]=[CH:19][CH:20]=4)[C:11]3=[N:12][CH:13]=2)=[CH:4][CH:3]=1. The catalyst class is: 401. (5) Reactant: [C:1]1([CH:7]([C:19]2[CH:24]=[CH:23][CH:22]=[CH:21][CH:20]=2)[N:8]2[CH2:11][C:10]([O:14][Si](C)(C)C)([C:12]#[N:13])[CH2:9]2)[CH:6]=[CH:5][CH:4]=[CH:3][CH:2]=1.S(=O)(=O)(O)[OH:26].[OH-].[NH4+]. Product: [C:1]1([CH:7]([C:19]2[CH:24]=[CH:23][CH:22]=[CH:21][CH:20]=2)[N:8]2[CH2:11][C:10]([OH:14])([C:12]([NH2:13])=[O:26])[CH2:9]2)[CH:6]=[CH:5][CH:4]=[CH:3][CH:2]=1. The catalyst class is: 4. (6) Reactant: C([O:5][C:6](=O)[NH:7][C@@H:8]1[CH2:12][CH2:11][N:10]([C:13]2[CH:18]=[CH:17][C:16]([Br:19])=[CH:15][N:14]=2)[CH2:9]1)(C)(C)C.C(O)([C:23](F)([F:25])[F:24])=O.FC(F)C(O)=O.CCN=C=NCCCN(C)C.C1C=CC2N(O)N=NC=2C=1.CCN(CC)CC. Product: [Br:19][C:16]1[CH:17]=[CH:18][C:13]([N:10]2[CH2:11][CH2:12][C@@H:8]([NH:7][C:6](=[O:5])[CH:23]([F:25])[F:24])[CH2:9]2)=[N:14][CH:15]=1. The catalyst class is: 2. (7) Reactant: [C:1]([C:3]1[CH:4]=[C:5]([C:13]2[O:17][N:16]=[C:15]([C:18]3[CH:35]=[CH:34][C:21]4[CH2:22][CH2:23][N:24](C(OC(C)(C)C)=O)[CH2:25][CH2:26][C:20]=4[CH:19]=3)[N:14]=2)[CH:6]=[CH:7][C:8]=1[O:9][CH:10]([CH3:12])[CH3:11])#[N:2].[ClH:36].O1CCOCC1.C(OCC)C. Product: [ClH:36].[CH3:12][CH:10]([O:9][C:8]1[CH:7]=[CH:6][C:5]([C:13]2[O:17][N:16]=[C:15]([C:18]3[CH:35]=[CH:34][C:21]4[CH2:22][CH2:23][NH:24][CH2:25][CH2:26][C:20]=4[CH:19]=3)[N:14]=2)=[CH:4][C:3]=1[C:1]#[N:2])[CH3:11]. The catalyst class is: 2.